Dataset: Forward reaction prediction with 1.9M reactions from USPTO patents (1976-2016). Task: Predict the product of the given reaction. (1) Given the reactants Cl[C:2]1[N:3]=[N:4][CH:5]=[C:6]([C:8]([N:10]2[CH2:15][CH2:14][CH2:13][CH:12]([C:16]3[CH:21]=[CH:20][C:19]([O:22][CH3:23])=[CH:18][C:17]=3[C:24]([F:27])([F:26])[F:25])[CH2:11]2)=[O:9])[CH:7]=1.[CH3:28][NH:29][CH3:30], predict the reaction product. The product is: [CH3:23][O:22][C:19]1[CH:20]=[CH:21][C:16]([CH:12]2[CH2:13][CH2:14][CH2:15][N:10]([C:8]([C:6]3[CH:7]=[C:2]([N:29]([CH3:30])[CH3:28])[N:3]=[N:4][CH:5]=3)=[O:9])[CH2:11]2)=[C:17]([C:24]([F:27])([F:26])[F:25])[CH:18]=1. (2) The product is: [C:1]([NH:4][C@@H:5]1[C@@H:11]([OH:12])[C@H:10]([OH:13])[C@@H:9]([CH2:14][O:15][C:22](=[O:30])[CH2:23][CH2:24][CH2:25][CH2:26][CH2:27][CH2:28][CH3:29])[O:8][C@@H:6]1[OH:7])(=[O:3])[CH3:2]. Given the reactants [C:1]([NH:4][C@@H:5]1[C@@H:11]([OH:12])[C@H:10]([OH:13])[C@@H:9]([CH2:14][OH:15])[O:8][CH:6]1[OH:7])(=[O:3])[CH3:2].N1C=CC=CC=1.[C:22](Cl)(=[O:30])[CH2:23][CH2:24][CH2:25][CH2:26][CH2:27][CH2:28][CH3:29], predict the reaction product. (3) The product is: [CH3:1][O:2][C:3]([C:5]1[CH:13]=[C:12]2[C:8]([C:9]([CH2:14][N:15]3[CH2:20][CH2:19][O:18][CH2:17][CH2:16]3)=[CH:10][N:11]2[CH3:23])=[CH:7][CH:6]=1)=[O:4]. Given the reactants [CH3:1][O:2][C:3]([C:5]1[CH:13]=[C:12]2[C:8]([C:9]([CH2:14][N:15]3[CH2:20][CH2:19][O:18][CH2:17][CH2:16]3)=[CH:10][NH:11]2)=[CH:7][CH:6]=1)=[O:4].[H-].[Na+].[CH3:23]I, predict the reaction product. (4) Given the reactants [Cl:1][C:2]1[CH:7]=[CH:6][C:5]([S:8][C:9]2[C:17]3[C:12](=[N:13][CH:14]=[CH:15][CH:16]=3)[NH:11][C:10]=2[CH:18]2[CH2:23][CH2:22][N:21](C(OC(C)(C)C)=O)[CH2:20][CH2:19]2)=[CH:4][CH:3]=1.FC(F)(F)C(O)=O, predict the reaction product. The product is: [Cl:1][C:2]1[CH:7]=[CH:6][C:5]([S:8][C:9]2[C:17]3[C:12](=[N:13][CH:14]=[CH:15][CH:16]=3)[NH:11][C:10]=2[CH:18]2[CH2:23][CH2:22][NH:21][CH2:20][CH2:19]2)=[CH:4][CH:3]=1.